Dataset: Full USPTO retrosynthesis dataset with 1.9M reactions from patents (1976-2016). Task: Predict the reactants needed to synthesize the given product. (1) Given the product [F:1][C:2]1[C:7]([F:8])=[CH:6][CH:5]=[CH:4][C:3]=1[CH2:9][CH2:10][C:11]#[N:23], predict the reactants needed to synthesize it. The reactants are: [F:1][C:2]1[C:7]([F:8])=[CH:6][CH:5]=[CH:4][C:3]=1[CH2:9][CH2:10][C:11](O)=O.C(Cl)(=O)C(Cl)=O.S(N)([NH2:23])(=O)=O.[OH-].[Na+]. (2) Given the product [CH:1]12[CH2:8][CH2:7][CH:4]([CH2:5][CH2:6]1)[CH2:3][CH:2]2[C:9]1([CH3:16])[NH:13][C:12](=[O:14])[N:11]([CH2:23][C:22]2[CH:25]=[CH:26][C:19]([O:18][CH3:17])=[CH:20][CH:21]=2)[C:10]1=[O:15], predict the reactants needed to synthesize it. The reactants are: [CH:1]12[CH2:8][CH2:7][CH:4]([CH:5]=[CH:6]1)[CH2:3][CH:2]2[C:9]1([CH3:16])[NH:13][C:12](=[O:14])[NH:11][C:10]1=[O:15].[CH3:17][O:18][C:19]1[CH:26]=[CH:25][C:22]([CH2:23]Cl)=[CH:21][CH:20]=1. (3) The reactants are: CN([C:4]([O:8][N:9]1N=NC2C=CC=NC1=2)=[N+](C)C)C.F[P-](F)(F)(F)(F)F.[Cl:25][C:26]1[C:30]([Cl:31])=[C:29]([CH3:32])[NH:28][C:27]=1[C:33]([NH:35][CH:36]1[CH2:41][CH2:40][N:39]([C:42]2[N:47]=[C:46]([S:48][CH3:49])[N:45]=[C:44]([C:50]([OH:52])=O)[CH:43]=2)[CH2:38][CH2:37]1)=[O:34].Cl.O(N)C. Given the product [Cl:25][C:26]1[C:30]([Cl:31])=[C:29]([CH3:32])[NH:28][C:27]=1[C:33]([NH:35][CH:36]1[CH2:37][CH2:38][N:39]([C:42]2[N:47]=[C:46]([S:48][CH3:49])[N:45]=[C:44]([C:50]([NH:9][O:8][CH3:4])=[O:52])[CH:43]=2)[CH2:40][CH2:41]1)=[O:34], predict the reactants needed to synthesize it. (4) Given the product [SH:12][C:4]1[CH:3]=[C:2]([CH3:1])[C:7]2[NH:8][C:9](=[O:11])[O:10][C:6]=2[CH:5]=1, predict the reactants needed to synthesize it. The reactants are: [CH3:1][C:2]1[C:7]2[NH:8][C:9](=[O:11])[O:10][C:6]=2[CH:5]=[C:4]([S:12](Cl)(=O)=O)[CH:3]=1.CN(C)C(=O)C.Cl[Si](Cl)(C)C. (5) The reactants are: [C:1]1([C:7]2[C:11]([CH2:12][CH2:13][CH2:14][OH:15])=[CH:10][N:9]([C:16]3[CH:21]=[CH:20][C:19]([C:22]([F:25])([F:24])[F:23])=[CH:18][N:17]=3)[N:8]=2)[CH:6]=[CH:5][CH:4]=[CH:3][CH:2]=1.O[C:27]1[C:32]([O:33][CH3:34])=[CH:31][CH:30]=[CH:29][C:28]=1[CH2:35][C:36]([O:38]C)=[O:37].C(P(CCCC)CCCC)CCC.N(C(N1CCCCC1)=O)=NC(N1CCCCC1)=O. Given the product [CH3:34][O:33][C:32]1[C:27]([O:15][CH2:14][CH2:13][CH2:12][C:11]2[C:7]([C:1]3[CH:2]=[CH:3][CH:4]=[CH:5][CH:6]=3)=[N:8][N:9]([C:16]3[CH:21]=[CH:20][C:19]([C:22]([F:24])([F:23])[F:25])=[CH:18][N:17]=3)[CH:10]=2)=[C:28]([CH2:35][C:36]([OH:38])=[O:37])[CH:29]=[CH:30][CH:31]=1, predict the reactants needed to synthesize it. (6) Given the product [OH:9][CH2:10][CH:12]1[CH2:17][CH:16]([OH:18])[CH2:15][CH2:14][O:13]1, predict the reactants needed to synthesize it. The reactants are: [H-].[H-].[H-].[H-].[Li+].[Al+3].C([O:9][C:10]([CH:12]1[CH2:17][C:16](=[O:18])[CH2:15][CH2:14][O:13]1)=O)C. (7) Given the product [OH:6][C:5]1([CH3:16])[CH2:4][CH:3]([NH:7][C:8](=[O:14])[O:9][C:10]([CH3:13])([CH3:12])[CH3:11])[C:2]1([CH3:15])[CH3:1], predict the reactants needed to synthesize it. The reactants are: [CH3:1][C:2]1([CH3:15])[C:5](=[O:6])[CH2:4][CH:3]1[NH:7][C:8](=[O:14])[O:9][C:10]([CH3:13])([CH3:12])[CH3:11].[CH3:16][Li]. (8) Given the product [N:12]1[CH:17]=[CH:16][CH:15]=[CH:14][C:13]=1[CH2:18][O:19][C:20]1[CH:25]=[CH:24][C:23]([C@@:26]2([C:33]3[CH:38]=[CH:37][C:36]([C:39]4[O:43][N:42]=[C:41]([CH2:44][OH:45])[CH:40]=4)=[CH:35][CH:34]=3)[CH2:31][CH:30]3[CH2:32][CH:27]2[CH2:28][CH2:29]3)=[CH:22][CH:21]=1, predict the reactants needed to synthesize it. The reactants are: [H-].[Al+3].[Li+].[H-].[H-].[H-].C1COCC1.[N:12]1[CH:17]=[CH:16][CH:15]=[CH:14][C:13]=1[CH2:18][O:19][C:20]1[CH:25]=[CH:24][C:23]([C@@:26]2([C:33]3[CH:38]=[CH:37][C:36]([C:39]4[O:43][N:42]=[C:41]([C:44](OCC)=[O:45])[CH:40]=4)=[CH:35][CH:34]=3)[CH2:31][CH:30]3[CH2:32][CH:27]2[CH2:28][CH2:29]3)=[CH:22][CH:21]=1. (9) Given the product [C-:9]1([C:6]2[CH:7]=[CH:8][C:3]([C:1]#[C:2][C:21]3[CH:28]=[CH:27][C:24]([CH:25]=[O:26])=[CH:23][CH:22]=3)=[CH:4][CH:5]=2)[CH:13]=[CH:12][CH:11]=[CH:10]1.[CH-:14]1[CH:18]=[CH:17][CH:16]=[CH:15]1.[Fe+2:19], predict the reactants needed to synthesize it. The reactants are: [C:1]([C:3]1[CH:8]=[CH:7][C:6]([C-:9]2[CH:13]=[CH:12][CH:11]=[CH:10]2)=[CH:5][CH:4]=1)#[CH:2].[CH-:14]1[CH:18]=[CH:17][CH:16]=[CH:15]1.[Fe+2:19].I[C:21]1[CH:28]=[CH:27][C:24]([CH:25]=[O:26])=[CH:23][CH:22]=1.